This data is from Forward reaction prediction with 1.9M reactions from USPTO patents (1976-2016). The task is: Predict the product of the given reaction. (1) Given the reactants Br[C:2]1[CH:7]=[CH:6][C:5]([C:8]2[CH:13]=[CH:12][C:11]([Br:14])=[CH:10][CH:9]=2)=[CH:4][CH:3]=1.[Li]CCCC.CN([CH:23]=[O:24])C, predict the reaction product. The product is: [Br:14][C:11]1[CH:12]=[CH:13][C:8]([C:5]2[CH:6]=[CH:7][C:2]([CH:23]=[O:24])=[CH:3][CH:4]=2)=[CH:9][CH:10]=1. (2) Given the reactants [N:1]1[CH:6]=[CH:5][CH:4]=[C:3]([CH:7]=O)[CH:2]=1.[C@@H:9]12[NH:16][C@@H:13]([CH2:14][CH2:15]1)[CH2:12][N:11]([C:17]1[CH:18]=[CH:19][C:20]3[N:21]([C:23]([C:26]([F:29])([F:28])[F:27])=[N:24][N:25]=3)[N:22]=1)[CH2:10]2, predict the reaction product. The product is: [N:1]1[CH:6]=[CH:5][CH:4]=[C:3]([CH2:7][N:16]2[C@H:9]3[CH2:15][CH2:14][C@@H:13]2[CH2:12][N:11]([C:17]2[CH:18]=[CH:19][C:20]4[N:21]([C:23]([C:26]([F:29])([F:27])[F:28])=[N:24][N:25]=4)[N:22]=2)[CH2:10]3)[CH:2]=1. (3) The product is: [CH2:21]([O:20][C:18]([NH:1][C@H:2]1[CH2:9][CH2:8][CH2:7][NH:6][C:4](=[O:5])[CH2:3]1)=[O:19])[C:22]1[CH:27]=[CH:26][CH:25]=[CH:24][CH:23]=1. Given the reactants [NH2:1][C@H:2]1[CH2:9][CH2:8][CH2:7][NH:6][C:4](=[O:5])[CH2:3]1.C(N(CC)CC)C.Cl[C:18]([O:20][CH2:21][C:22]1[CH:27]=[CH:26][CH:25]=[CH:24][CH:23]=1)=[O:19].O, predict the reaction product.